This data is from Forward reaction prediction with 1.9M reactions from USPTO patents (1976-2016). The task is: Predict the product of the given reaction. (1) Given the reactants [CH3:1][O:2][C:3]([C:5]1[CH:13]=[C:12]2[C:8]([CH:9]=[CH:10][NH:11]2)=[CH:7][CH:6]=1)=[O:4].Br[CH2:15][CH:16]1[CH2:21][CH2:20][CH2:19][CH2:18][CH2:17]1.[H-].[Na+].Cl, predict the reaction product. The product is: [CH3:1][O:2][C:3]([C:5]1[CH:13]=[C:12]2[C:8]([CH:9]=[CH:10][N:11]2[CH2:15][CH:16]2[CH2:21][CH2:20][CH2:19][CH2:18][CH2:17]2)=[CH:7][CH:6]=1)=[O:4]. (2) Given the reactants [CH3:1][C:2]1([C:7]2[O:11][C:10]([CH2:12][N:13]3[CH:17]=[C:16]([NH2:18])[CH:15]=[N:14]3)=[CH:9][CH:8]=2)[O:6]CCO1.[C:19]1([C:25]2[O:29][CH:28]=[N:27][C:26]=2[C:30](O)=[O:31])[CH:24]=[CH:23][CH:22]=[CH:21][CH:20]=1, predict the reaction product. The product is: [C:2]([C:7]1[O:11][C:10]([CH2:12][N:13]2[CH:17]=[C:16]([NH:18][C:30]([C:26]3[N:27]=[CH:28][O:29][C:25]=3[C:19]3[CH:20]=[CH:21][CH:22]=[CH:23][CH:24]=3)=[O:31])[CH:15]=[N:14]2)=[CH:9][CH:8]=1)(=[O:6])[CH3:1]. (3) Given the reactants C(O)C(N)(CO)CO.Cl.[Mg+2].[Cl-].[Cl-].C(S)[C@@H](O)[C@H](O)CS.[CH:21]1[N:25]([C@@H:26]2[O:30][C@@H:29]3[CH2:31][O:32]P(O)([O:35][C@H:28]3[C@H:27]2[OH:37])=O)[C:24]2[NH:38][C:39]([NH2:43])=[N:40][C:41](=[O:42])[C:23]=2[N:22]=1.C(N(CC(O)=O)CC(O)=O)COCCOCCN(CC(O)=O)CC(O)=O, predict the reaction product. The product is: [C@@H:26]1([N:25]2[C:24]3[NH:38][C:39]([NH2:43])=[N:40][C:41](=[O:42])[C:23]=3[N:22]=[CH:21]2)[O:30][C@H:29]([CH2:31][OH:32])[C@@H:28]([OH:35])[C@H:27]1[OH:37]. (4) Given the reactants [CH3:1][C:2]1[N:3]=[C:4]([C:16]2[CH:21]=[CH:20][CH:19]=[CH:18][CH:17]=2)[NH:5][C:6](=[O:15])[C:7]=1[CH:8]([CH2:12][CH2:13][CH3:14])[C:9]([OH:11])=[O:10].S(Cl)(Cl)=O.[CH3:26]O, predict the reaction product. The product is: [CH3:1][C:2]1[N:3]=[C:4]([C:16]2[CH:17]=[CH:18][CH:19]=[CH:20][CH:21]=2)[NH:5][C:6](=[O:15])[C:7]=1[CH:8]([CH2:12][CH2:13][CH3:14])[C:9]([O:11][CH3:26])=[O:10].